This data is from Experimentally validated miRNA-target interactions with 360,000+ pairs, plus equal number of negative samples. The task is: Binary Classification. Given a miRNA mature sequence and a target amino acid sequence, predict their likelihood of interaction. (1) The miRNA is hsa-miR-4433b-5p with sequence AUGUCCCACCCCCACUCCUGU. The protein sequence of the target gene is MERLQKQPLTSPGSVSSSRDSSVPGSPSSIVAKMDNQVLGYKDLAAIPKDKAILDIERPDLMIYEPHFTYSLLEHVELPRSRECSLSPKSTSPPPSPEVWAESRTLGIISQASTPRTTGTPRTSLPHFHHPETTRPDSNIYKKPPIYKQRESVGGSPQSKHLIEDLIIESSKFPAAQPPDPNQPAKIETDYWPCPPSLAVVETEWRKRKASRKGAEEEEEEEDDDSEEEIKAIRERQKEELSKVTSNLGKMILKEEMEKSLPIRRKTRSLPDRTPFHTSLHSGTSKSSSLPSYGRTTLSR.... Result: 0 (no interaction). (2) The miRNA is hsa-miR-140-5p with sequence CAGUGGUUUUACCCUAUGGUAG. The protein sequence of the target gene is MAAPWRRWPTGLLAVLRPLLTCRPLQGTTLQRDVLLFEHDRGRFFTILGLFCAGQGVFWASMAVAAVSRPPVPVQPLDAEVPNRGPFDLRSALWRYGLAVGCGAIGALVLGAGLLFSLRSVRSVVLRAGGQQVTLTTHAPFGLGAHFTVPLKQVSCMAHRGEVPAMLPLKVKGRRFYFLLDKTGHFPNTKLFDNTVGAYRSL. Result: 0 (no interaction). (3) The miRNA is hsa-miR-196a-3p with sequence CGGCAACAAGAAACUGCCUGAG. The protein sequence of the target gene is MPGTSRHSGRDAGSALLSLHQEDQENVNPEKLAPAQQPRAQAVLKAGNVRGPAPQQKLKTRRVAPLKDLPINDEHVTAGPSWKAVSKQPAFTIHVDEAEETQKRPAELKETECEDALAFNAAVSLPGARKPLTPLDYPMDGSFESPHAMDMSIVLEDKPVNVNEVPDYQEDIHTYLREMEVKCKPKVGYMKRQPDITNSMRAILVDWLVEVGEEYKLQNETLHLAVNYIDRFLSSMSVLRGKLQLVGTAAMLLASKFEEIYPPEVAEFVYITDDTYSKKQVLRMEHLVLKVLAFDLAAPT.... Result: 0 (no interaction). (4) The miRNA is hsa-miR-574-3p with sequence CACGCUCAUGCACACACCCACA. The protein sequence of the target gene is MRCFRWWLYSGWWWLTFGCARTVTVGFVAPTVRAQSTVVRSEPAPPSETRRDNNDTSYFSSTSFHSSVSPATSVDRQFRRTTYDRWDGRRWLRTRYGNASACVTGTQWSTNFFFSQCEHYPSFVKLNGVQRWTPVRRPMGEVAYYGGCCMVGGGNRAYVILVSGYGTASYGNALRVDFGRGNCTAPKRTYPRRLELHDGRTDPSRCDPYQVYFYGLQCPEQLVITAHGGVGMRRCPTGSRPTPSRPHRHDLENELHGLCVDLLVCVLLLALLLLELVPMEAVRHPLLFWRRVALSPSTSK.... Result: 0 (no interaction). (5) The miRNA is mmu-miR-135b-5p with sequence UAUGGCUUUUCAUUCCUAUGUGA. The protein sequence of the target gene is MALLTNLLPLCCLALLALPAQSCGPGRGPVGRRRYARKQLVPLLYKQFVPGVPERTLGASGPAEGRVARGSERFRDLVPNYNPDIIFKDEENSGADRLMTERCKERVNALAIAVMNMWPGVRLRVTEGWDEDGHHAQDSLHYEGRALDITTSDRDRNKYGLLARLAVEAGFDWVYYESRNHVHVSVKADNSLAVRAGGCFPGNATVRLWSGERKGLRELHRGDWVLAADASGRVVPTPVLLFLDRDLQRRASFVAVETEWPPRKLLLTPWHLVFAARGPAPAPGDFAPVFARRLRAGDSV.... Result: 0 (no interaction). (6) The miRNA is hsa-miR-3064-3p with sequence UUGCCACACUGCAACACCUUACA. The protein sequence of the target gene is MSPALQDLSQPEGLKKTLRDEINAILQKRIMVLDGGMGTMIQREKLNEEHFRGQEFKDHARPLKGNNDILSITQPDVIYQIHKEYLLAGADIIETNTFSSTSIAQADYGLEHLAYRMNMCSAGVARKAAEEVTLQTGIKRFVAGALGPTNKTLSVSPSVERPDYRNITFDELVEAYQEQAKGLLDGGVDILLIETIFDTANAKAALFALQNLFEEKYAPRPIFISGTIVDKSGRTLSGQTGEGFVISVSHGEPLCIGLNCALGAAEMRPFIEIIGKCTTAYVLCYPNAGLPNTFGDYDET.... Result: 1 (interaction).